This data is from Full USPTO retrosynthesis dataset with 1.9M reactions from patents (1976-2016). The task is: Predict the reactants needed to synthesize the given product. (1) Given the product [NH2:1][C:2]1[N:10]=[C:9]([C:11](=[O:15])[CH2:12][CH2:13][CH3:14])[N:8]=[C:7]2[C:3]=1[N:4]=[C:5]([N:17]1[N:21]=[CH:20][CH:19]=[N:18]1)[N:6]2[CH3:16], predict the reactants needed to synthesize it. The reactants are: [NH2:1][C:2]1[N:10]=[C:9]([CH:11]([OH:15])[CH2:12][CH2:13][CH3:14])[N:8]=[C:7]2[C:3]=1[N:4]=[C:5]([N:17]1[N:21]=[CH:20][CH:19]=[N:18]1)[N:6]2[CH3:16]. (2) Given the product [CH:1]1([NH:6][C:7]2[CH:8]=[CH:9][C:10]([C@H:13]3[C@@H:18]([C:19]([NH:36][C:35]4[CH:37]=[CH:38][C:39]([CH3:40])=[C:33]([Cl:32])[CH:34]=4)=[O:21])[CH2:17][CH2:16][CH2:15][N:14]3[C:22](=[O:31])[C:23]3[C:28]([CH3:29])=[CH:27][CH:26]=[CH:25][C:24]=3[F:30])=[CH:11][CH:12]=2)[CH2:2][CH2:3][CH2:4][CH2:5]1, predict the reactants needed to synthesize it. The reactants are: [CH:1]1([NH:6][C:7]2[CH:12]=[CH:11][C:10]([C@H:13]3[C@@H:18]([C:19]([OH:21])=O)[CH2:17][CH2:16][CH2:15][N:14]3[C:22](=[O:31])[C:23]3[C:28]([CH3:29])=[CH:27][CH:26]=[CH:25][C:24]=3[F:30])=[CH:9][CH:8]=2)[CH2:5][CH2:4][CH2:3][CH2:2]1.[Cl:32][C:33]1[CH:34]=[C:35]([CH:37]=[CH:38][C:39]=1[CH3:40])[NH2:36].CN1CCOCC1.CN(C(ON1N=NC2C=CC=NC1=2)=[N+](C)C)C.F[P-](F)(F)(F)(F)F. (3) Given the product [F:1][C:2]1[CH:7]=[CH:6][CH:5]=[CH:4][C:3]=1[CH:8]([C:9]1[NH:15][CH2:14][CH2:13][N:10]=1)[CH2:11][CH3:12], predict the reactants needed to synthesize it. The reactants are: [F:1][C:2]1[CH:7]=[CH:6][CH:5]=[CH:4][C:3]=1[CH:8]([CH2:11][CH3:12])[C:9]#[N:10].[CH2:13](N)[CH2:14][NH2:15]. (4) Given the product [S:6]1[CH:10]=[CH:9][N:8]=[C:7]1[C:18]1([OH:21])[CH2:19][CH2:20][C:15]2([O:14][CH2:13][CH2:12][O:11]2)[CH2:16][CH2:17]1, predict the reactants needed to synthesize it. The reactants are: [Li]CCCC.[S:6]1[CH:10]=[CH:9][N:8]=[CH:7]1.[O:11]1[C:15]2([CH2:20][CH2:19][C:18](=[O:21])[CH2:17][CH2:16]2)[O:14][CH2:13][CH2:12]1. (5) Given the product [CH2:16]([O:1][C:2]1[CH:11]=[CH:10][C:5]([C:6]([O:8][CH3:9])=[O:7])=[CH:4][C:3]=1[N+:12]([O-:14])=[O:13])[CH2:17][CH2:18][CH3:19], predict the reactants needed to synthesize it. The reactants are: [OH:1][C:2]1[CH:11]=[CH:10][C:5]([C:6]([O:8][CH3:9])=[O:7])=[CH:4][C:3]=1[N+:12]([O-:14])=[O:13].Br[CH2:16][CH2:17][CH2:18][CH3:19].